This data is from Peptide-MHC class II binding affinity with 134,281 pairs from IEDB. The task is: Regression. Given a peptide amino acid sequence and an MHC pseudo amino acid sequence, predict their binding affinity value. This is MHC class II binding data. (1) The peptide sequence is AARLFKAFILDGDKL. The MHC is DRB3_0101 with pseudo-sequence DRB3_0101. The binding affinity (normalized) is 0.601. (2) The peptide sequence is TEEQKLIEKINAGFK. The MHC is DRB1_0101 with pseudo-sequence DRB1_0101. The binding affinity (normalized) is 0.198. (3) The peptide sequence is ISGYNFSLSAAVKAG. The MHC is H-2-IAb with pseudo-sequence H-2-IAb. The binding affinity (normalized) is 0.679. (4) The peptide sequence is EDLVRAYHAMSRTHE. The MHC is DRB1_0405 with pseudo-sequence DRB1_0405. The binding affinity (normalized) is 0.524. (5) The peptide sequence is YRQIRSGERFLKIWS. The MHC is HLA-DPA10201-DPB10101 with pseudo-sequence HLA-DPA10201-DPB10101. The binding affinity (normalized) is 0.895.